This data is from Forward reaction prediction with 1.9M reactions from USPTO patents (1976-2016). The task is: Predict the product of the given reaction. (1) Given the reactants [CH3:1][C:2]1[N:6]([CH3:7])[C:5]2[CH:8]=[C:9]([C:22](O)=[O:23])[C:10]3[CH2:11][CH2:12][CH:13]([C:16]4[CH:21]=[CH:20][CH:19]=[CH:18][CH:17]=4)[O:14][C:15]=3[C:4]=2[N:3]=1.F[B-](F)(F)F.[N:30]1(OC(N(C)C)=[N+](C)C)[C:34]2[CH:35]=[CH:36][CH:36]=[CH:35][C:34]=2[N:30]=N1.C1(N)CC1.O, predict the reaction product. The product is: [CH:34]1([NH:30][C:22]([C:9]2[C:10]3[CH2:11][CH2:12][CH:13]([C:16]4[CH:21]=[CH:20][CH:19]=[CH:18][CH:17]=4)[O:14][C:15]=3[C:4]3[N:3]=[C:2]([CH3:1])[N:6]([CH3:7])[C:5]=3[CH:8]=2)=[O:23])[CH2:35][CH2:36]1. (2) Given the reactants [F:1][C:2]([F:12])([F:11])[C:3]1[CH:10]=[CH:9][CH:8]=[CH:7][C:4]=1[CH:5]=O.ClC1C=[C:16](C=CC=1)[CH:17]=[O:18].[CH3:22][Si:23](N[Si:23]([CH3:25])([CH3:24])[CH3:22])([CH3:25])[CH3:24].C([Li])CCC.C[Si](Cl)(C)C.C([N:43](CC)CC)C.C(Cl)(=O)C, predict the reaction product. The product is: [F:1][C:2]([F:12])([F:11])[C:3]1[CH:10]=[CH:9][CH:8]=[CH:7][C:4]=1[CH:5]=[N:43][C:17]([O:16][Si:23]([CH3:25])([CH3:24])[CH3:22])=[CH2:18]. (3) Given the reactants [CH2:1]([O:8][C:9]([NH:11][C@H:12]1[CH2:15][C@@H:14]([C:16]([NH:18][C@:19]23[CH2:54][CH2:53][C@@H:52]([C:55]([CH3:57])=[CH2:56])[C@@H:20]2[C@@H:21]2[C@@:34]([CH3:37])([CH2:35][CH2:36]3)[C@@:33]3([CH3:38])[C@@H:24]([C@:25]4([CH3:51])[C@@H:30]([CH2:31][CH2:32]3)[C:29]([CH3:40])([CH3:39])[C:28]([C:41]3[CH:50]=[CH:49][C:44]([C:45]([O:47]C)=[O:46])=[CH:43][CH:42]=3)=[CH:27][CH2:26]4)[CH2:23][CH2:22]2)=[O:17])[C:13]1([CH3:59])[CH3:58])=[O:10])[C:2]1[CH:7]=[CH:6][CH:5]=[CH:4][CH:3]=1.O.[OH-].[Li+], predict the reaction product. The product is: [CH2:1]([O:8][C:9]([NH:11][C@H:12]1[CH2:15][C@@H:14]([C:16]([NH:18][C@:19]23[CH2:54][CH2:53][C@@H:52]([C:55]([CH3:57])=[CH2:56])[C@@H:20]2[C@@H:21]2[C@@:34]([CH3:37])([CH2:35][CH2:36]3)[C@@:33]3([CH3:38])[C@@H:24]([C@:25]4([CH3:51])[C@@H:30]([CH2:31][CH2:32]3)[C:29]([CH3:40])([CH3:39])[C:28]([C:41]3[CH:50]=[CH:49][C:44]([C:45]([OH:47])=[O:46])=[CH:43][CH:42]=3)=[CH:27][CH2:26]4)[CH2:23][CH2:22]2)=[O:17])[C:13]1([CH3:59])[CH3:58])=[O:10])[C:2]1[CH:3]=[CH:4][CH:5]=[CH:6][CH:7]=1.